Dataset: Full USPTO retrosynthesis dataset with 1.9M reactions from patents (1976-2016). Task: Predict the reactants needed to synthesize the given product. (1) Given the product [Br:13][C:14]1[C:22]2[C:21]([N:1]3[CH2:4][CH:3]([NH:5][C:6](=[O:12])[O:7][C:8]([CH3:9])([CH3:11])[CH3:10])[CH2:2]3)=[N:20][C:19]([NH:28][C:29]3[CH:30]=[C:31]4[N:37]=[N:36][N:35]([CH:38]([CH3:39])[CH3:40])[C:32]4=[N:33][CH:34]=3)=[N:18][C:17]=2[NH:16][C:15]=1[CH2:41][CH3:42], predict the reactants needed to synthesize it. The reactants are: [NH:1]1[CH2:4][CH:3]([NH:5][C:6](=[O:12])[O:7][C:8]([CH3:11])([CH3:10])[CH3:9])[CH2:2]1.[Br:13][C:14]1[C:22]2[C:21](N3CC(O)C3)=[N:20][C:19]([NH:28][C:29]3[CH:30]=[C:31]4[N:37]=[N:36][N:35]([CH:38]([CH3:40])[CH3:39])[C:32]4=[N:33][CH:34]=3)=[N:18][C:17]=2[NH:16][C:15]=1[CH2:41][CH3:42].CS(C)=O. (2) The reactants are: [Br:1][C:2]1[CH:9]=[CH:8][CH:7]=[CH:6][C:3]=1[CH:4]=O.O1CCCC1.[CH:15]1([NH2:18])[CH2:17][CH2:16]1.C(O[BH-](OC(=O)C)OC(=O)C)(=O)C.[Na+]. Given the product [Br:1][C:2]1[CH:9]=[CH:8][CH:7]=[CH:6][C:3]=1[CH2:4][NH:18][CH:15]1[CH2:17][CH2:16]1, predict the reactants needed to synthesize it.